From a dataset of Catalyst prediction with 721,799 reactions and 888 catalyst types from USPTO. Predict which catalyst facilitates the given reaction. Reactant: C(N(CC)CC)C.[O:8]1[CH2:12][CH2:11][CH:10]([CH2:13][OH:14])[CH2:9]1.[CH3:15][S:16](O[S:16]([CH3:15])(=[O:18])=[O:17])(=[O:18])=[O:17]. Product: [O:8]1[CH2:12][CH2:11][CH:10]([CH2:13][O:14][S:16]([CH3:15])(=[O:18])=[O:17])[CH2:9]1. The catalyst class is: 2.